Task: Regression. Given a peptide amino acid sequence and an MHC pseudo amino acid sequence, predict their binding affinity value. This is MHC class I binding data.. Dataset: Peptide-MHC class I binding affinity with 185,985 pairs from IEDB/IMGT (1) The peptide sequence is LLVKMINHLK. The MHC is HLA-A33:01 with pseudo-sequence HLA-A33:01. The binding affinity (normalized) is 0. (2) The peptide sequence is GLIGSQKGNI. The MHC is H-2-Kd with pseudo-sequence H-2-Kd. The binding affinity (normalized) is 0.0786. (3) The peptide sequence is WIPKRNRSI. The MHC is HLA-B58:01 with pseudo-sequence HLA-B58:01. The binding affinity (normalized) is 0.0847. (4) The peptide sequence is MILAVVITL. The MHC is HLA-A02:17 with pseudo-sequence HLA-A02:17. The binding affinity (normalized) is 0.601. (5) The peptide sequence is AMSCDFNGGK. The MHC is HLA-A03:01 with pseudo-sequence HLA-A03:01. The binding affinity (normalized) is 0.297. (6) The binding affinity (normalized) is 0.0847. The MHC is HLA-A02:01 with pseudo-sequence HLA-A02:01. The peptide sequence is GYTPGQQFY. (7) The peptide sequence is TELPLAYER. The MHC is HLA-B27:03 with pseudo-sequence HLA-B27:03. The binding affinity (normalized) is 0.0847. (8) The peptide sequence is CQFPTAFEF. The MHC is Mamu-B52 with pseudo-sequence Mamu-B52. The binding affinity (normalized) is 0.746. (9) The peptide sequence is IPRLGGMAF. The MHC is HLA-C14:02 with pseudo-sequence HLA-C14:02. The binding affinity (normalized) is 0.321.